Task: Predict the reactants needed to synthesize the given product.. Dataset: Full USPTO retrosynthesis dataset with 1.9M reactions from patents (1976-2016) (1) Given the product [Cl:8][C:6]1[N:5]=[CH:4][N:3]=[C:2]([NH:28][CH2:27][CH2:26][CH2:25][N:22]2[CH2:21][CH2:20][N:19]([CH3:18])[CH2:24][CH2:23]2)[CH:7]=1, predict the reactants needed to synthesize it. The reactants are: Cl[C:2]1[CH:7]=[C:6]([Cl:8])[N:5]=[CH:4][N:3]=1.CCN(C(C)C)C(C)C.[CH3:18][N:19]1[CH2:24][CH2:23][N:22]([CH2:25][CH2:26][CH2:27][NH2:28])[CH2:21][CH2:20]1.O. (2) Given the product [OH:25][CH2:24][CH2:23][CH2:22][CH2:21][CH2:20][CH2:19][CH2:18][CH2:17][CH2:16][CH2:15][CH2:14][O:1][C:2]1[CH:7]=[CH:6][C:5]([CH2:8][C:9]#[N:10])=[CH:4][C:3]=1[O:11][CH3:12], predict the reactants needed to synthesize it. The reactants are: [OH:1][C:2]1[CH:7]=[CH:6][C:5]([CH2:8][C:9]#[N:10])=[CH:4][C:3]=1[O:11][CH3:12].Br[CH2:14][CH2:15][CH2:16][CH2:17][CH2:18][CH2:19][CH2:20][CH2:21][CH2:22][CH2:23][CH2:24][OH:25].C(=O)([O-])[O-].[K+].[K+].[I-].[K+]. (3) Given the product [CH:1]1([CH:7]([NH:20][C:21]2[CH:29]=[CH:28][C:24]([C:53]([N:31]([CH3:30])[CH2:32][CH2:33][C:34]([OH:36])=[O:35])=[O:52])=[CH:23][CH:22]=2)[C:8]2[CH:12]=[C:11]([C:13]3[CH:18]=[CH:17][CH:16]=[CH:15][N:14]=3)[O:10][C:9]=2[CH3:19])[CH2:2][CH2:3][CH2:4][CH2:5][CH2:6]1, predict the reactants needed to synthesize it. The reactants are: [CH:1]1([CH:7]([NH:20][C:21]2[CH:29]=[CH:28][C:24](C(O)=O)=[CH:23][CH:22]=2)[C:8]2[CH:12]=[C:11]([C:13]3[CH:18]=[CH:17][CH:16]=[CH:15][N:14]=3)[O:10][C:9]=2[CH3:19])[CH2:6][CH2:5][CH2:4][CH2:3][CH2:2]1.[CH3:30][NH:31][CH2:32][CH2:33][C:34]([O:36]CC)=[O:35].Cl.C(N=C=NCCCN(C)C)C.O.[OH:52][C:53]1C2N=NNC=2C=CC=1. (4) Given the product [C:1]([O:5][C:6]([N:8]1[C:16]2[C:11](=[CH:12][C:13]([O:17][CH2:27][C:25]3[C:24]([C:29]([F:32])([F:31])[F:30])=[N:23][N:22]([CH2:18][CH:19]([CH3:21])[CH3:20])[CH:26]=3)=[CH:14][CH:15]=2)[CH2:10][CH2:9]1)=[O:7])([CH3:4])([CH3:2])[CH3:3], predict the reactants needed to synthesize it. The reactants are: [C:1]([O:5][C:6]([N:8]1[C:16]2[C:11](=[CH:12][C:13]([OH:17])=[CH:14][CH:15]=2)[CH2:10][CH2:9]1)=[O:7])([CH3:4])([CH3:3])[CH3:2].[CH2:18]([N:22]1[CH:26]=[C:25]([CH2:27]O)[C:24]([C:29]([F:32])([F:31])[F:30])=[N:23]1)[CH:19]([CH3:21])[CH3:20].C1(P(C2C=CC=CC=2)C2C=CC=CC=2)C=CC=CC=1.CCOC(/N=N/C(OCC)=O)=O.C(=O)(O)[O-].[Na+]. (5) Given the product [CH:1]1([N:8]2[CH2:9][CH:10]([CH2:16][N:21]([C:20]3[CH:23]=[CH:24][CH:25]=[CH:26][C:19]=3[F:18])[CH3:22])[C:11]([CH3:15])([CH3:14])[C:12]2=[O:13])[CH2:7][CH2:6][CH2:5][CH2:4][CH2:3][CH2:2]1, predict the reactants needed to synthesize it. The reactants are: [CH:1]1([N:8]2[C:12](=[O:13])[C:11]([CH3:15])([CH3:14])[CH:10]([CH:16]=O)[CH2:9]2)[CH2:7][CH2:6][CH2:5][CH2:4][CH2:3][CH2:2]1.[F:18][C:19]1[CH:26]=[CH:25][CH:24]=[CH:23][C:20]=1[NH:21][CH3:22].C(O[BH-](OC(=O)C)OC(=O)C)(=O)C.